Dataset: Reaction yield outcomes from USPTO patents with 853,638 reactions. Task: Predict the reaction yield, written as a fraction of the theoretical maximum amount of product (1.0 means a 100% yield; for example, 0.34 means a 34% yield). (1) The reactants are [CH3:1][O:2][C:3]([C:5]1[C:13]([NH:14][C:15]2[CH:20]=[CH:19][C:18]([Br:21])=[CH:17][C:16]=2[Cl:22])=[C:12]([F:23])[C:8]2[N:9]=[CH:10][NH:11][C:7]=2[CH:6]=1)=[O:4].C([O-])([O-])=O.[K+].[K+].[CH:30]([S:32]([CH3:35])(=[O:34])=[O:33])=[CH2:31]. The catalyst is CN(C=O)C.C(OCC)(=O)C.O. The product is [CH3:1][O:2][C:3]([C:5]1[C:13]([NH:14][C:15]2[CH:20]=[CH:19][C:18]([Br:21])=[CH:17][C:16]=2[Cl:22])=[C:12]([F:23])[C:8]2[N:9]=[CH:10][N:11]([CH2:31][CH2:30][S:32]([CH3:35])(=[O:34])=[O:33])[C:7]=2[CH:6]=1)=[O:4]. The yield is 0.590. (2) The reactants are [Cl-].[CH3:2][O:3][CH2:4][P+](C1C=CC=CC=1)(C1C=CC=CC=1)C1C=CC=CC=1.C[Si]([N-][Si](C)(C)C)(C)C.[K+].[CH2:34]([O:41][C:42](=[O:62])[NH:43][C@@H:44]1[C:47](=[O:48])[N:46]([CH2:49][C:50]2[CH:55]=[CH:54][C:53]([O:56][CH3:57])=[CH:52][C:51]=2[O:58][CH3:59])[C@@H:45]1[CH:60]=O)[C:35]1[CH:40]=[CH:39][CH:38]=[CH:37][CH:36]=1. The catalyst is C1COCC1. The product is [CH2:34]([O:41][C:42](=[O:62])[NH:43][C@@H:44]1[C:47](=[O:48])[N:46]([CH2:49][C:50]2[CH:55]=[CH:54][C:53]([O:56][CH3:57])=[CH:52][C:51]=2[O:58][CH3:59])[C@@H:45]1/[CH:60]=[CH:2]/[O:3][CH3:4])[C:35]1[CH:36]=[CH:37][CH:38]=[CH:39][CH:40]=1. The yield is 0.490. (3) The reactants are C([O:8][N:9]1[C:15](=[O:16])[N:14]2[CH2:17][C@H:10]1[CH2:11][CH2:12][C@@H:13]2[C:18]([NH:20][NH:21][C:22](=[O:27])[C:23]([F:26])([F:25])[F:24])=[O:19])C1C=CC=CC=1.[H][H]. The catalyst is CO.[Pd]. The product is [OH:8][N:9]1[C:15](=[O:16])[N:14]2[CH2:17][C@H:10]1[CH2:11][CH2:12][C@@H:13]2[C:18]([NH:20][NH:21][C:22](=[O:27])[C:23]([F:26])([F:24])[F:25])=[O:19]. The yield is 0.880. (4) The reactants are [Br:1][C:2]1[CH:3]=[C:4]([OH:8])[CH:5]=[CH:6][CH:7]=1.ClC(Cl)C.[F:13][C:14]([F:25])([F:24])[C:15](O[C:15](=[O:16])[C:14]([F:25])([F:24])[F:13])=[O:16].[Cl-].[Al+3].[Cl-].[Cl-]. No catalyst specified. The product is [Br:1][C:2]1[CH:7]=[CH:6][C:5]([C:15](=[O:16])[C:14]([F:25])([F:24])[F:13])=[C:4]([OH:8])[CH:3]=1. The yield is 0.450. (5) The reactants are [C:1]([O:5][C:6]([NH:8][C:9]1([C:24]([OH:26])=O)[CH2:14][CH2:13][N:12]([C:15]2[C:16]3[CH:23]=[CH:22][NH:21][C:17]=3[N:18]=[CH:19][N:20]=2)[CH2:11][CH2:10]1)=[O:7])([CH3:4])([CH3:3])[CH3:2].C(N(CC)C(C)C)(C)C.[NH2:36][CH:37]([C:42]1[CH:47]=[CH:46][C:45]([Cl:48])=[CH:44][CH:43]=1)[CH2:38][C:39]([NH2:41])=[O:40]. The catalyst is CN(C=O)C. The product is [NH2:41][C:39](=[O:40])[CH2:38][CH:37]([NH:36][C:24]([C:9]1([NH:8][C:6](=[O:7])[O:5][C:1]([CH3:3])([CH3:4])[CH3:2])[CH2:10][CH2:11][N:12]([C:15]2[C:16]3[CH:23]=[CH:22][NH:21][C:17]=3[N:18]=[CH:19][N:20]=2)[CH2:13][CH2:14]1)=[O:26])[C:42]1[CH:47]=[CH:46][C:45]([Cl:48])=[CH:44][CH:43]=1. The yield is 1.00.